Predict which catalyst facilitates the given reaction. From a dataset of Catalyst prediction with 721,799 reactions and 888 catalyst types from USPTO. (1) Reactant: [C:1]([O:5][C:6]([NH:8][C:9]1[N:10]=[CH:11][N:12]([CH2:14][C:15](OCC)=[O:16])[CH:13]=1)=[O:7])([CH3:4])([CH3:3])[CH3:2].[Li+].[BH4-].CO.O. Product: [OH:16][CH2:15][CH2:14][N:12]1[CH:13]=[C:9]([NH:8][C:6](=[O:7])[O:5][C:1]([CH3:3])([CH3:2])[CH3:4])[N:10]=[CH:11]1. The catalyst class is: 56. (2) Reactant: [F:1][C:2]([F:8])=[C:3]([CH3:7])[CH2:4][CH2:5][OH:6].[CH3:9][S:10](Cl)(=[O:12])=[O:11].C(N(CC)CC)C. Product: [CH3:9][S:10]([O:6][CH2:5][CH2:4][C:3]([CH3:7])=[C:2]([F:8])[F:1])(=[O:12])=[O:11]. The catalyst class is: 7. (3) Reactant: [Al+3].[Cl-].[Cl-].[Cl-].[H-].[Al+3].[Li+].[H-].[H-].[H-].C(OC[C@H]1CC[C@H]([C@@]23CCC(=O)N2[C@@H:29]([C:35]2[CH:40]=[CH:39][CH:38]=[CH:37][CH:36]=2)[CH2:28][O:27]3)CC1)C1C=CC=CC=1. Product: [C:35]1([CH2:29][CH2:28][OH:27])[CH:40]=[CH:39][CH:38]=[CH:37][CH:36]=1. The catalyst class is: 1. (4) Product: [C:1]1(=[N:12]/[OH:13])/[CH2:2][CH2:3][C:4]2[C:9]/1=[CH:8][CH:7]=[CH:6][CH:5]=2. Reactant: [C:1]1(=O)[C:9]2[C:4](=[CH:5][CH:6]=[CH:7][CH:8]=2)[CH2:3][CH2:2]1.Cl.[NH2:12][OH:13].C([O-])(=O)C.[Na+]. The catalyst class is: 14. (5) Reactant: [C:1]([C:4]1[C:5]([O:26][CH2:27][CH3:28])=[C:6]([CH:12]2[CH2:15][N:14]([C:16]([O:18][CH2:19][C:20]3[CH:25]=[CH:24][CH:23]=[CH:22][CH:21]=3)=[O:17])[CH2:13]2)[C:7]([CH3:11])=[C:8]([Cl:10])[CH:9]=1)(=[O:3])[CH3:2].[BH4-].[Na+]. Product: [Cl:10][C:8]1[C:7]([CH3:11])=[C:6]([CH:12]2[CH2:15][N:14]([C:16]([O:18][CH2:19][C:20]3[CH:21]=[CH:22][CH:23]=[CH:24][CH:25]=3)=[O:17])[CH2:13]2)[C:5]([O:26][CH2:27][CH3:28])=[C:4]([CH:1]([OH:3])[CH3:2])[CH:9]=1. The catalyst class is: 24. (6) Reactant: [Br:1][C:2]1[CH:3]=[C:4]([NH:13][CH:14]2[CH2:19][CH2:18][CH:17]([NH:20][C:21]([O:23][C:24]([CH3:27])([CH3:26])[CH3:25])=[O:22])[CH2:16][CH2:15]2)[C:5]([CH3:12])=[C:6]([CH:11]=1)[C:7]([O:9][CH3:10])=[O:8].[C:28](=O)([O-])[O-].[Cs+].[Cs+].CI. Product: [Br:1][C:2]1[CH:3]=[C:4]([N:13]([CH:14]2[CH2:19][CH2:18][CH:17]([NH:20][C:21]([O:23][C:24]([CH3:27])([CH3:26])[CH3:25])=[O:22])[CH2:16][CH2:15]2)[CH3:28])[C:5]([CH3:12])=[C:6]([CH:11]=1)[C:7]([O:9][CH3:10])=[O:8]. The catalyst class is: 10. (7) Reactant: Br[C:2]1[C:3]([Cl:22])=[CH:4][C:5]([F:21])=[C:6]([S:8]([N:11]([C:13]2[CH:18]=[CH:17][CH:16]=[CH:15][C:14]=2[O:19][CH3:20])[CH3:12])(=[O:10])=[O:9])[CH:7]=1.B1(B2[O:27][C:26]([CH3:29])([CH3:28])[C:25]([CH3:31])([CH3:30])[O:24]2)[O:27][C:26]([CH3:29])([CH3:28])[C:25]([CH3:31])([CH3:30])[O:24]1.[C:41]([O-])(=O)C.[K+]. Product: [Cl:22][C:3]1[C:2]([CH:41]2[O:27][C:26]([CH3:29])([CH3:28])[C:25]([CH3:31])([CH3:30])[O:24]2)=[CH:7][C:6]([S:8]([N:11]([C:13]2[CH:18]=[CH:17][CH:16]=[CH:15][C:14]=2[O:19][CH3:20])[CH3:12])(=[O:10])=[O:9])=[C:5]([F:21])[CH:4]=1. The catalyst class is: 75.